This data is from Forward reaction prediction with 1.9M reactions from USPTO patents (1976-2016). The task is: Predict the product of the given reaction. (1) Given the reactants Cl[C:2]1[N:10]=[CH:9][C:8]([Cl:11])=[CH:7][C:3]=1[C:4]([OH:6])=[O:5].[CH3:12][C:13]1[CH:18]=[CH:17][CH:16]=[CH:15][C:14]=1[CH2:19][CH2:20][OH:21], predict the reaction product. The product is: [Cl:11][C:8]1[CH:9]=[N:10][C:2]([O:21][CH2:20][CH2:19][C:14]2[CH:15]=[CH:16][CH:17]=[CH:18][C:13]=2[CH3:12])=[C:3]([CH:7]=1)[C:4]([OH:6])=[O:5]. (2) Given the reactants C[O:2][C:3](=[O:33])[C:4]1[CH:9]=[CH:8][CH:7]=[C:6]([CH2:10][N:11]2[C:19]3[C:14](=[CH:15][CH:16]=[CH:17][CH:18]=3)/[C:13](=[C:20](/[C:26]3[CH:31]=[CH:30][CH:29]=[CH:28][CH:27]=3)\[CH2:21][CH2:22][CH:23]([CH3:25])[CH3:24])/[C:12]2=[O:32])[CH:5]=1.O.O[Li].O, predict the reaction product. The product is: [CH3:24][CH:23]([CH3:25])[CH2:22][CH2:21]/[C:20](=[C:13]1/[C:12](=[O:32])[N:11]([CH2:10][C:6]2[CH:5]=[C:4]([CH:9]=[CH:8][CH:7]=2)[C:3]([OH:33])=[O:2])[C:19]2[C:14]/1=[CH:15][CH:16]=[CH:17][CH:18]=2)/[C:26]1[CH:27]=[CH:28][CH:29]=[CH:30][CH:31]=1.